From a dataset of Catalyst prediction with 721,799 reactions and 888 catalyst types from USPTO. Predict which catalyst facilitates the given reaction. (1) Reactant: [CH3:1][N:2]([C:20]1[CH:21]=[CH:22][CH:23]=[CH:24][N:25]=1)[CH2:3][CH2:4][O:5][C:6]1[CH:7]=[CH:8][C:9]([CH2:12][CH:13]2[S:19][C:17](=[O:18])[NH:16][C:14]2=[O:15])=[CH:10][CH:11]=1.[C:26]([OH:33])(=[O:32])/[CH:27]=[CH:28]\[C:29]([OH:31])=[O:30]. Product: [CH3:1][N:2]([C:20]1[CH:21]=[CH:22][CH:23]=[CH:24][N:25]=1)[CH2:3][CH2:4][O:5][C:6]1[CH:11]=[CH:10][C:9]([CH2:12][CH:13]2[S:19][C:17](=[O:18])[NH:16][C:14]2=[O:15])=[CH:8][CH:7]=1.[CH:27](/[C:26]([OH:33])=[O:32])=[CH:28]/[C:29]([OH:31])=[O:30]. The catalyst class is: 6. (2) Reactant: P12(SP3(SP(SP(S3)(S1)=S)(=S)S2)=S)=[S:2].C([O-])(O)=O.[Na+].[CH:20]1([C:26]2[C:27]3[CH:28]=[CH:29][C:30]([C:45]([O:47][CH3:48])=[O:46])=[CH:31][C:32]=3[N:33]3[C:39]=2[C:38]2[CH:40]=[CH:41][CH:42]=[CH:43][C:37]=2[NH:36][C:35](=O)[CH2:34]3)[CH2:25][CH2:24][CH2:23][CH2:22][CH2:21]1. Product: [CH:20]1([C:26]2[C:27]3[CH:28]=[CH:29][C:30]([C:45]([O:47][CH3:48])=[O:46])=[CH:31][C:32]=3[N:33]3[C:39]=2[C:38]2[CH:40]=[CH:41][CH:42]=[CH:43][C:37]=2[NH:36][C:35](=[S:2])[CH2:34]3)[CH2:25][CH2:24][CH2:23][CH2:22][CH2:21]1. The catalyst class is: 38. (3) Reactant: Cl.[OH:2][C:3]([CH:6]1[CH2:11][CH2:10][CH2:9][N:8](C(OC(C)(C)C)=O)[CH2:7]1)([CH3:5])[CH3:4]. Product: [CH3:4][C:3]([CH3:5])([CH:6]1[CH2:11][CH2:10][CH2:9][NH:8][CH2:7]1)[OH:2]. The catalyst class is: 5. (4) Reactant: [CH3:1][N:2]([CH3:25])[C:3]([C:5]1[O:13][C:12]2[C:11]([CH2:14][OH:15])=[CH:10][N:9]=[CH:8][C:7]=2[C:6]=1[NH:16][C:17]1[CH:22]=[CH:21][C:20]([I:23])=[CH:19][C:18]=1[F:24])=[O:4].[C:26]1(P([C:26]2[CH:31]=[CH:30][CH:29]=[CH:28][CH:27]=2)[C:26]2[CH:31]=[CH:30][CH:29]=[CH:28][CH:27]=2)[CH:31]=[CH:30][CH:29]=[CH:28][CH:27]=1.C1(O)C=CC=CC=1.CC(OC(/N=N/C(OC(C)C)=O)=O)C. Product: [CH3:1][N:2]([CH3:25])[C:3]([C:5]1[O:13][C:12]2[C:11]([CH2:14][O:15][C:26]3[CH:31]=[CH:30][CH:29]=[CH:28][CH:27]=3)=[CH:10][N:9]=[CH:8][C:7]=2[C:6]=1[NH:16][C:17]1[CH:22]=[CH:21][C:20]([I:23])=[CH:19][C:18]=1[F:24])=[O:4]. The catalyst class is: 56.